Task: Predict the reaction yield, written as a fraction of the theoretical maximum amount of product (1.0 means a 100% yield; for example, 0.34 means a 34% yield).. Dataset: Reaction yield outcomes from USPTO patents with 853,638 reactions (1) The reactants are [F:1][C:2]1[CH:7]=[C:6]([C:8]2[N:13]=[C:12]3[N:14]([CH2:17][C:18]4[CH:19]=[C:20]5[C:25](=[CH:26][CH:27]=4)[N:24]=[CH:23][CH:22]=[CH:21]5)[N:15]=[N:16][C:11]3=[CH:10][CH:9]=2)[CH:5]=[CH:4][C:3]=1[CH2:28][OH:29].CCOCC.[ClH:35]. The catalyst is C1COCC1.CO. The product is [ClH:35].[F:1][C:2]1[CH:7]=[C:6]([C:8]2[N:13]=[C:12]3[N:14]([CH2:17][C:18]4[CH:19]=[C:20]5[C:25](=[CH:26][CH:27]=4)[N:24]=[CH:23][CH:22]=[CH:21]5)[N:15]=[N:16][C:11]3=[CH:10][CH:9]=2)[CH:5]=[CH:4][C:3]=1[CH2:28][OH:29]. The yield is 0.740. (2) The yield is 0.850. The product is [CH3:1][O:2][C:3]([C:4]1([CH3:7])[CH2:5][O:6][C:19]([CH3:21])([CH3:20])[N:8]1[C:9]([O:11][C:12]([CH3:15])([CH3:14])[CH3:13])=[O:10])=[O:16]. The catalyst is CC(C)=O. The reactants are [CH3:1][O:2][C:3](=[O:16])[C:4]([NH:8][C:9]([O:11][C:12]([CH3:15])([CH3:14])[CH3:13])=[O:10])([CH3:7])[CH2:5][OH:6].CO[C:19](OC)([CH3:21])[CH3:20].B(F)(F)F.CCOCC. (3) The reactants are [OH:1][C@H:2]([CH2:27][O:28][C:29]1[CH:34]=[CH:33][CH:32]=[CH:31][CH:30]=1)[CH2:3][NH:4][CH2:5][C@H:6]1[CH2:15][CH2:14][C:13]2[C:8](=[CH:9][CH:10]=[C:11]([O:16][C:17]3[CH:26]=[CH:25][CH:24]=[CH:23][C:18]=3[C:19]([O:21]C)=[O:20])[CH:12]=2)[O:7]1. The catalyst is C1COCC1.CO.O. The product is [OH:1][C@H:2]([CH2:27][O:28][C:29]1[CH:30]=[CH:31][CH:32]=[CH:33][CH:34]=1)[CH2:3][NH:4][CH2:5][C@H:6]1[CH2:15][CH2:14][C:13]2[C:8](=[CH:9][CH:10]=[C:11]([O:16][C:17]3[CH:26]=[CH:25][CH:24]=[CH:23][C:18]=3[C:19]([OH:21])=[O:20])[CH:12]=2)[O:7]1. The yield is 0.688. (4) The reactants are C(N(C(C)C)CC)(C)C.[OH:10][C:11]([C:39]1[CH:40]=[C:41]2[C:46](=[CH:47][CH:48]=1)[CH:45]=[C:44]([C:49]([NH:51][CH3:52])=[O:50])[CH:43]=[CH:42]2)([C:15]1[N:16]=[CH:17][N:18](C(C2C=CC=CC=2)(C2C=CC=CC=2)C2C=CC=CC=2)[CH:19]=1)[CH2:12][CH2:13]O.CS(Cl)(=O)=O.[Cl-].[NH4+]. The catalyst is C(OCC)(=O)C.CO.O.CS(C)=O.C1COCC1. The product is [OH:10][C:11]1([C:39]2[CH:40]=[C:41]3[C:46](=[CH:47][CH:48]=2)[CH:45]=[C:44]([C:49]([NH:51][CH3:52])=[O:50])[CH:43]=[CH:42]3)[C:15]2[N:16]([CH:17]=[N:18][CH:19]=2)[CH2:13][CH2:12]1. The yield is 0.800. (5) The reactants are [C:1](=[O:6])([O:4]C)[O:2][CH3:3].[CH3:7][N:8]([CH3:10])[CH3:9].[CH3:11]O. No catalyst specified. The product is [CH3:3][O:2][C:1](=[O:4])[O-:6].[CH3:7][N+:8]([CH3:11])([CH3:10])[CH3:9]. The yield is 0.802. (6) The reactants are Br[C:2]1[N:7]=[C:6]([CH:8]=[O:9])[CH:5]=[CH:4][CH:3]=1.[CH3:10][O:11][C:12]1[N:17]=[C:16](B2OC(C)(C)C(C)(C)O2)[CH:15]=[CH:14][CH:13]=1. No catalyst specified. The product is [CH3:10][O:11][C:12]1[N:17]=[C:16]([C:2]2[CH:3]=[CH:4][CH:5]=[C:6]([CH:8]=[O:9])[N:7]=2)[CH:15]=[CH:14][CH:13]=1. The yield is 0.140. (7) The reactants are [F:1][C:2]1[CH:3]=[C:4]([C:9]2[C:17]3[C:12](=[CH:13][C:14]([OH:18])=[CH:15][CH:16]=3)[C:11](=[O:19])[C:10]=2[C:20]2[CH:21]=[N:22][CH:23]=[CH:24][CH:25]=2)[CH:5]=[C:6]([F:8])[CH:7]=1.Br[C:27]1[C:28](=O)[C:29]2[C:34](C=1C1C=CC=CC=1)=CC=C(O)[CH:30]=2.CC(C)CCO.C1C=CC(P(C2C=CC=CC=2)C2C=CC=CC=2)=CC=1.CC(OC(/N=N/C(OC(C)C)=O)=O)C. No catalyst specified. The product is [F:8][C:6]1[CH:5]=[C:4]([C:9]2[C:17]3[C:12](=[CH:13][C:14]([O:18][CH2:27][CH2:28][CH:29]([CH3:34])[CH3:30])=[CH:15][CH:16]=3)[C:11](=[O:19])[C:10]=2[C:20]2[CH:21]=[N:22][CH:23]=[CH:24][CH:25]=2)[CH:3]=[C:2]([F:1])[CH:7]=1. The yield is 0.590. (8) The reactants are Cl[C:2]1[N:11]=[C:10]([NH:12][CH2:13][CH:14]([N:21]2[CH2:26][CH2:25][O:24][CH2:23][CH2:22]2)[C:15]2[CH:20]=[CH:19][CH:18]=[CH:17][CH:16]=2)[C:9]2[C:4](=[CH:5][CH:6]=[CH:7][CH:8]=2)[N:3]=1.CC1(C)C(C)(C)OB([C:35]2[CH:36]=[N:37][C:38]([NH2:41])=[N:39][CH:40]=2)O1.N1C=CN2C=C(C3N=C(NCC(C4C=CC=CC=4)C4NC=CC=4)C4C(=CC=CC=4)N=3)C=CC=12. No catalyst specified. The product is [NH2:41][C:38]1[N:39]=[CH:40][C:35]([C:2]2[N:11]=[C:10]([NH:12][CH2:13][CH:14]([N:21]3[CH2:26][CH2:25][O:24][CH2:23][CH2:22]3)[C:15]3[CH:20]=[CH:19][CH:18]=[CH:17][CH:16]=3)[C:9]3[C:4](=[CH:5][CH:6]=[CH:7][CH:8]=3)[N:3]=2)=[CH:36][N:37]=1. The yield is 0.650.